From a dataset of Catalyst prediction with 721,799 reactions and 888 catalyst types from USPTO. Predict which catalyst facilitates the given reaction. (1) Reactant: C(O)(C(F)(F)F)=O.[Cl:8][C:9]1[CH:10]=[CH:11][C:12]([NH:29][C:30]2[C:38]3[C:33](=[CH:34][N:35]=[CH:36][CH:37]=3)[O:32][C:31]=2[C:39]2[N:44]=[CH:43][CH:42]=[CH:41][N:40]=2)=[C:13]2[C:17]=1[N:16](C(OC(C)(C)C)=O)[N:15]=[C:14]2[CH2:25][CH2:26][CH2:27][OH:28]. Product: [Cl:8][C:9]1[CH:10]=[CH:11][C:12]([NH:29][C:30]2[C:38]3[C:33](=[CH:34][N:35]=[CH:36][CH:37]=3)[O:32][C:31]=2[C:39]2[N:40]=[CH:41][CH:42]=[CH:43][N:44]=2)=[C:13]2[C:17]=1[NH:16][N:15]=[C:14]2[CH2:25][CH2:26][CH2:27][OH:28]. The catalyst class is: 4. (2) Reactant: [Cl-].O[NH3+:3].[C:4](=[O:7])([O-])[OH:5].[Na+].CS(C)=O.[CH2:13]([C:17]1[N:18]([CH2:36][C:37]2[CH:42]=[CH:41][C:40]([C:43]3[C:44]([C:49]#[N:50])=[CH:45][CH:46]=[CH:47][CH:48]=3)=[CH:39][CH:38]=2)[C:19](=[O:35])[C:20]([C:24]2[CH:25]=[CH:26][C:27]3[O:31][C:30]([CH3:33])([CH3:32])[CH2:29][C:28]=3[CH:34]=2)=[C:21]([CH3:23])[N:22]=1)[CH2:14][CH2:15][CH3:16]. Product: [CH2:13]([C:17]1[N:18]([CH2:36][C:37]2[CH:38]=[CH:39][C:40]([C:43]3[CH:48]=[CH:47][CH:46]=[CH:45][C:44]=3[C:49]3[NH:3][C:4](=[O:7])[O:5][N:50]=3)=[CH:41][CH:42]=2)[C:19](=[O:35])[C:20]([C:24]2[CH:25]=[CH:26][C:27]3[O:31][C:30]([CH3:32])([CH3:33])[CH2:29][C:28]=3[CH:34]=2)=[C:21]([CH3:23])[N:22]=1)[CH2:14][CH2:15][CH3:16]. The catalyst class is: 6. (3) Reactant: [CH3:1][O:2][C:3]1[CH:4]=[C:5]2[C:10](=[CH:11][CH:12]=1)[N:9]=[C:8]([NH:13][CH2:14][CH2:15][CH3:16])[C:7]([CH2:17]O)=[CH:6]2.O=S(Cl)[Cl:21]. Product: [ClH:21].[Cl:21][CH2:17][C:7]1[C:8]([NH:13][CH2:14][CH2:15][CH3:16])=[N:9][C:10]2[C:5]([CH:6]=1)=[CH:4][C:3]([O:2][CH3:1])=[CH:12][CH:11]=2. The catalyst class is: 2. (4) Reactant: C(O[C:4]([C@@H:6]1[CH2:11][CH2:10][C@@H:9]([NH:12][C:13]([O:15][CH2:16][C:17]2[CH:22]=[CH:21][CH:20]=[CH:19][CH:18]=2)=[O:14])[C@H:8]([NH:23][C:24]([O:26][C:27]([CH3:30])([CH3:29])[CH3:28])=[O:25])[CH2:7]1)=[O:5])C.[OH-].[Li+].O.[OH-].[Li+].Cl.Cl.[CH3:38][NH:39][CH3:40].ON1C2C=CC=CC=2N=N1.Cl.CN(C)CCCN=C=NCC. Product: [CH2:16]([O:15][C:13](=[O:14])[NH:12][C@@H:9]1[CH2:10][CH2:11][C@@H:6]([C:4]([N:39]([CH3:40])[CH3:38])=[O:5])[CH2:7][C@H:8]1[NH:23][C:24]([O:26][C:27]([CH3:30])([CH3:29])[CH3:28])=[O:25])[C:17]1[CH:18]=[CH:19][CH:20]=[CH:21][CH:22]=1. The catalyst class is: 657. (5) Reactant: [CH2:1]([NH:8][C:9]1[S:10][CH:11]=[C:12]([C:14]2[CH:19]=[CH:18][CH:17]=[CH:16][N:15]=2)[N:13]=1)[C:2]1[CH:7]=[CH:6][CH:5]=[CH:4][CH:3]=1.[Cl:20]N1C(=O)CCC1=O. The catalyst class is: 3. Product: [CH2:1]([NH:8][C:9]1[S:10][C:11]([Cl:20])=[C:12]([C:14]2[CH:19]=[CH:18][CH:17]=[CH:16][N:15]=2)[N:13]=1)[C:2]1[CH:3]=[CH:4][CH:5]=[CH:6][CH:7]=1. (6) Reactant: [Br:1][C:2]1[CH:7]=[CH:6][C:5]([CH2:8][C:9]([N:11]2[CH2:16][CH2:15][CH2:14][C:13]([F:18])([F:17])[CH2:12]2)=O)=[CH:4][CH:3]=1.CSC.B. Product: [Br:1][C:2]1[CH:3]=[CH:4][C:5]([CH2:8][CH2:9][N:11]2[CH2:16][CH2:15][CH2:14][C:13]([F:18])([F:17])[CH2:12]2)=[CH:6][CH:7]=1. The catalyst class is: 1.